Task: Predict the product of the given reaction.. Dataset: Forward reaction prediction with 1.9M reactions from USPTO patents (1976-2016) (1) The product is: [Cl:65][C:59]1[CH:60]=[CH:61][C:62]([F:64])=[CH:63][C:58]=1[C:57]([N:54]1[CH2:53][CH2:52][N:51]([C:49](=[O:50])[CH2:48][NH:47][C:20](=[O:22])[C:19]2[CH:18]=[CH:17][C:16]([N:12]3[CH2:13][CH2:14][CH2:15][C:11]3=[O:10])=[CH:24][CH:23]=2)[CH2:56][CH2:55]1)=[O:66]. Given the reactants CCN(C(C)C)C(C)C.[O:10]=[C:11]1[CH2:15][CH2:14][CH2:13][N:12]1[C:16]1[CH:24]=[CH:23][C:19]([C:20]([OH:22])=O)=[CH:18][CH:17]=1.C1C=CC2N(O)N=NC=2C=1.CCN=C=NCCCN(C)C.Cl.[NH2:47][CH2:48][C:49]([N:51]1[CH2:56][CH2:55][N:54]([C:57](=[O:66])[C:58]2[CH:63]=[C:62]([F:64])[CH:61]=[CH:60][C:59]=2[Cl:65])[CH2:53][CH2:52]1)=[O:50].ClC1C=CC(F)=CC=1C(O)=O, predict the reaction product. (2) Given the reactants [F:1][C:2]1[CH:7]=[CH:6][C:5]([NH2:8])=[C:4]([N+:9]([O-:11])=[O:10])[CH:3]=1.[N+]([C:15]1[CH:20]=CC(O)=C[CH:16]=1)([O-])=O.S(=O)(=O)(O)O, predict the reaction product. The product is: [F:1][C:2]1[CH:7]=[C:6]2[C:5](=[C:4]([N+:9]([O-:11])=[O:10])[CH:3]=1)[N:8]=[CH:20][CH:15]=[CH:16]2. (3) The product is: [CH2:1]([S:8][C:9]1[CH:14]=[C:13]([NH:15][CH:16]2[CH2:18][CH2:17]2)[N:12]2[N:19]=[CH:20][C:21](/[CH:22]=[C:23]3/[C:24](=[O:29])[NH:25][C:26](=[O:28])[NH:27]/3)=[C:11]2[N:10]=1)[C:2]1[CH:7]=[CH:6][CH:5]=[CH:4][CH:3]=1. Given the reactants [CH2:1]([S:8][C:9]1[CH:14]=[C:13]([NH:15][CH:16]2[CH2:18][CH2:17]2)[N:12]2[N:19]=[CH:20][C:21]([CH:22]=[C:23]3[NH:27][C:26](=[O:28])[NH:25][C:24]3=[O:29])=[C:11]2[N:10]=1)[C:2]1[CH:7]=[CH:6][CH:5]=[CH:4][CH:3]=1, predict the reaction product. (4) The product is: [Cl:11][C:12]1[CH:17]=[C:16]([C:2]#[C:1][C:3]2[CH:4]=[N:5][CH:6]=[C:7]([O:9][CH3:10])[CH:8]=2)[CH:15]=[CH:14][C:13]=1[F:19]. Given the reactants [C:1]([C:3]1[CH:4]=[N:5][CH:6]=[C:7]([O:9][CH3:10])[CH:8]=1)#[CH:2].[Cl:11][C:12]1[CH:17]=[C:16](I)[CH:15]=[CH:14][C:13]=1[F:19].C(N(CC)CC)C, predict the reaction product. (5) Given the reactants [Br:1][C:2]1[CH:7]=[CH:6][C:5]([S:8](Cl)(=[O:10])=[O:9])=[C:4]([Cl:12])[CH:3]=1.[O-]S([O-])=O.[Na+].[Na+].[C:19]([O-])(O)=O.[Na+].CI, predict the reaction product. The product is: [CH3:19][S:8]([C:5]1[CH:6]=[CH:7][C:2]([Br:1])=[CH:3][C:4]=1[Cl:12])(=[O:10])=[O:9]. (6) Given the reactants [O:1]=[C:2]1[C:7]([CH:8]=[O:9])=[CH:6][CH:5]=[CH:4][NH:3]1.I[C:11]1[CH:16]=[CH:15][C:14]([O:17][C:18]([F:21])([F:20])[F:19])=[CH:13][CH:12]=1.OC1C=CC=C2C=1N=CC=C2.C(=O)([O-])[O-].[K+].[K+].[OH-].[NH4+], predict the reaction product. The product is: [O:1]=[C:2]1[C:7]([CH:8]=[O:9])=[CH:6][CH:5]=[CH:4][N:3]1[C:11]1[CH:12]=[CH:13][C:14]([O:17][C:18]([F:19])([F:20])[F:21])=[CH:15][CH:16]=1. (7) Given the reactants [OH:1][C:2]12[CH2:16][CH:15]([CH3:17])[CH2:14][C:13](=[O:18])[CH:12]1[CH2:11][CH2:10][CH2:9][CH2:8][CH2:7][CH2:6][CH2:5][CH2:4][CH2:3]2.[CH:19]([O:21][CH:22]=[CH2:23])=[CH2:20].F[C:25](F)(F)[C:26](O)=O, predict the reaction product. The product is: [CH2:19]([O:21][CH:22]([O:1][C:2]12[CH2:16][CH:15]([CH3:17])[CH2:14][C:13](=[O:18])[CH:12]1[CH2:11][CH2:10][CH2:9][CH2:8][CH2:7][CH2:6][CH2:5][CH2:4][CH2:3]2)[CH3:23])[CH2:20][CH2:25][CH3:26].